This data is from Forward reaction prediction with 1.9M reactions from USPTO patents (1976-2016). The task is: Predict the product of the given reaction. (1) The product is: [C:1]([NH:4][C:5]1[CH:6]=[C:7]2[S:13][C:12]([NH:14][CH2:15][C:16]3[CH:21]=[CH:20][C:19]([O:22][CH3:23])=[CH:18][CH:17]=3)=[C:11]([C:24]([OH:26])=[O:25])[C:8]2=[N:9][CH:10]=1)(=[O:3])[CH3:2]. Given the reactants [C:1]([NH:4][C:5]1[CH:6]=[C:7]2[S:13][C:12]([NH:14][CH2:15][C:16]3[CH:21]=[CH:20][C:19]([O:22][CH3:23])=[CH:18][CH:17]=3)=[C:11]([C:24]([O:26]CC)=[O:25])[C:8]2=[N:9][CH:10]=1)(=[O:3])[CH3:2].O.[Li+].[OH-].Cl, predict the reaction product. (2) Given the reactants [Br:1][C:2]1[CH:3]=[CH:4][CH2:5][CH:6]2[C:11]=1[N:10]1[CH2:12][CH2:13][CH2:14][CH:9]1[CH2:8][N:7]2[CH2:15][C:16]([NH2:18])=O.CSC, predict the reaction product. The product is: [Br:1][C:2]1[CH:3]=[CH:4][CH2:5][CH:6]2[C:11]=1[N:10]1[CH2:12][CH2:13][CH2:14][CH:9]1[CH2:8][N:7]2[CH2:15][CH2:16][NH2:18]. (3) The product is: [Br:1][C:2]1[CH:9]=[CH:8][C:7]([O:14][CH3:15])=[CH:6][C:3]=1[CH:29]([O:30][CH3:31])[O:33][CH3:34]. Given the reactants [Br:1][C:2]1[CH:9]=[CH:8][C:7](C(F)(F)F)=[CH:6][C:3]=1C=O.[OH2:14].[C:15]1(C)C=CC(S(O)(=O)=O)=CC=1.C(O[CH:29]([O:33][CH2:34]C)[O:30][CH2:31]C)C, predict the reaction product. (4) Given the reactants [CH2:1]([CH:3]1[N:12]2[CH:7]([CH2:8][C:9](=[O:18])[C:10]([C:13]([O:15][CH2:16][CH3:17])=[O:14])=[CH:11]2)[C:6]2[CH:19]=[C:20]([CH3:24])[C:21]([CH3:23])=[CH:22][C:5]=2[CH2:4]1)[CH3:2].C(C1N2C(CC(=O)C(C(OCC)=O)=C2)C2C=CC(C)=C(C)C=2C1)C.C1(Cl)C(=O)C(Cl)=C(Cl)C(=O)C=1Cl, predict the reaction product. The product is: [CH2:1]([CH:3]1[N:12]2[C:7](=[CH:8][C:9](=[O:18])[C:10]([C:13]([O:15][CH2:16][CH3:17])=[O:14])=[CH:11]2)[C:6]2[CH:19]=[C:20]([CH3:24])[C:21]([CH3:23])=[CH:22][C:5]=2[CH2:4]1)[CH3:2]. (5) Given the reactants [CH3:1][O:2][C:3](=[O:12])[CH2:4][C:5]1[CH:10]=[CH:9][CH:8]=[CH:7][C:6]=1I.[Li+].[Cl-].[CH2:15](C([Sn])=C(CCCC)CCCC)[CH2:16]CC.C(C1C=CC=C(C(C)(C)C)C=1O)(C)(C)C, predict the reaction product. The product is: [CH3:1][O:2][C:3](=[O:12])[CH2:4][C:5]1[CH:10]=[CH:9][CH:8]=[CH:7][C:6]=1[CH:15]=[CH2:16]. (6) Given the reactants [O-:1][N+:2]1[C:7]2[CH:8]=[CH:9][CH:10]=[CH:11][C:6]=2[N+:5]([O-:12])=[C:4]([NH:13][CH2:14][CH2:15][CH2:16][C:17]([O:19]C)=[O:18])[N:3]=1.[OH-].[Na+].Cl, predict the reaction product. The product is: [O-:1][N+:2]1[C:7]2[CH:8]=[CH:9][CH:10]=[CH:11][C:6]=2[N+:5]([O-:12])=[C:4]([NH:13][CH2:14][CH2:15][CH2:16][C:17]([OH:19])=[O:18])[N:3]=1. (7) Given the reactants [F:1][C:2]1[CH:3]=[C:4]([C:8]2[CH:16]=[CH:15][CH:14]=[C:13]3[C:9]=2/[C:10](=[CH:18]/[C:19]2[NH:20][C:21]([CH3:27])=[CH:22][C:23]=2[C:24](O)=[O:25])/[C:11](=[O:17])[NH:12]3)[CH:5]=[CH:6][CH:7]=1.C1C=CC2N(O)N=NC=2C=1.C(Cl)CCl.[F:42][C:43]([F:50])([F:49])[CH2:44][NH:45][CH2:46][CH2:47][NH2:48], predict the reaction product. The product is: [F:42][C:43]([F:50])([F:49])[CH2:44][NH:45][CH2:46][CH2:47][NH:48][C:24]([C:23]1[CH:22]=[C:21]([CH3:27])[NH:20][C:19]=1/[CH:18]=[C:10]1\[C:11](=[O:17])[NH:12][C:13]2[C:9]\1=[C:8]([C:4]1[CH:5]=[CH:6][CH:7]=[C:2]([F:1])[CH:3]=1)[CH:16]=[CH:15][CH:14]=2)=[O:25]. (8) Given the reactants [F:1][C:2]([F:31])([F:30])[C:3]1[CH:4]=[C:5]([CH:9]([C:20]2[CH:25]=[CH:24][CH:23]=[C:22]([C:26]([F:29])([F:28])[F:27])[CH:21]=2)[N:10]2[CH:15]=[CH:14][CH:13]=[C:12]([C:16](O)=[O:17])[C:11]2=[O:19])[CH:6]=[CH:7][CH:8]=1.[NH2:32][C@@H:33]([CH2:41][CH2:42][CH2:43][NH:44][C:45]([NH:47][S:48]([C:51]1[C:52]([CH3:65])=[C:53]2[C:58](=[C:59]([CH3:62])[C:60]=1[CH3:61])[O:57][C:56]([CH3:64])([CH3:63])[CH2:55][CH2:54]2)(=[O:50])=[O:49])=[NH:46])[C:34]([O:36][C:37]([CH3:40])([CH3:39])[CH3:38])=[O:35].CN(C(ON1N=NC2C=CC=CC1=2)=[N+](C)C)C.F[P-](F)(F)(F)(F)F.CCN(C(C)C)C(C)C, predict the reaction product. The product is: [F:28][C:26]([F:27])([F:29])[C:22]1[CH:21]=[C:20]([CH:9]([C:5]2[CH:6]=[CH:7][CH:8]=[C:3]([C:2]([F:31])([F:30])[F:1])[CH:4]=2)[N:10]2[CH:15]=[CH:14][CH:13]=[C:12]([C:16]([NH:32][C@@H:33]([CH2:41][CH2:42][CH2:43][NH:44][C:45]([NH:47][S:48]([C:51]3[C:52]([CH3:65])=[C:53]4[C:58](=[C:59]([CH3:62])[C:60]=3[CH3:61])[O:57][C:56]([CH3:64])([CH3:63])[CH2:55][CH2:54]4)(=[O:49])=[O:50])=[NH:46])[C:34]([O:36][C:37]([CH3:38])([CH3:39])[CH3:40])=[O:35])=[O:17])[C:11]2=[O:19])[CH:25]=[CH:24][CH:23]=1. (9) Given the reactants [H-].[Na+].[N:3]1[CH:8]=[CH:7][N:6]=[CH:5][C:4]=1[CH2:9][OH:10].[CH:11]([CH:14]1[C:19]2[N:20]=[CH:21][NH:22][C:18]=2[CH2:17][CH2:16][N:15]1[C:23](OCC(Cl)(Cl)Cl)=[O:24])([CH3:13])[CH3:12], predict the reaction product. The product is: [CH:11]([CH:14]1[C:19]2[N:20]=[CH:21][NH:22][C:18]=2[CH2:17][CH2:16][N:15]1[C:23]([O:10][CH2:9][C:4]1[CH:5]=[N:6][CH:7]=[CH:8][N:3]=1)=[O:24])([CH3:13])[CH3:12]. (10) The product is: [CH2:1]([O:8][C:9]1[CH:16]=[CH:15][C:12]([C:13]2[NH:25][C:24]3=[N:23][CH:22]=[C:21]([CH:26]4[CH2:31][CH2:30][N:29]([C:32]([O:34][C:35]([CH3:37])([CH3:36])[CH3:38])=[O:33])[CH2:28][CH2:27]4)[CH:20]=[C:19]3[N:18]=2)=[CH:11][C:10]=1[Br:17])[C:2]1[CH:7]=[CH:6][CH:5]=[CH:4][CH:3]=1. Given the reactants [CH2:1]([O:8][C:9]1[CH:16]=[CH:15][C:12]([CH:13]=O)=[CH:11][C:10]=1[Br:17])[C:2]1[CH:7]=[CH:6][CH:5]=[CH:4][CH:3]=1.[NH2:18][C:19]1[CH:20]=[C:21]([CH:26]2[CH2:31][CH2:30][N:29]([C:32]([O:34][C:35]([CH3:38])([CH3:37])[CH3:36])=[O:33])[CH2:28][CH2:27]2)[CH:22]=[N:23][C:24]=1[NH2:25].C(OI(C1C=CC=CC=1)OC(=O)C)(=O)C, predict the reaction product.